This data is from NCI-60 drug combinations with 297,098 pairs across 59 cell lines. The task is: Regression. Given two drug SMILES strings and cell line genomic features, predict the synergy score measuring deviation from expected non-interaction effect. Drug 1: CC1OCC2C(O1)C(C(C(O2)OC3C4COC(=O)C4C(C5=CC6=C(C=C35)OCO6)C7=CC(=C(C(=C7)OC)O)OC)O)O. Drug 2: CC1=C(C=C(C=C1)C(=O)NC2=CC(=CC(=C2)C(F)(F)F)N3C=C(N=C3)C)NC4=NC=CC(=N4)C5=CN=CC=C5. Cell line: SF-539. Synergy scores: CSS=17.8, Synergy_ZIP=-0.516, Synergy_Bliss=-2.10, Synergy_Loewe=-10.3, Synergy_HSA=-2.18.